From a dataset of Reaction yield outcomes from USPTO patents with 853,638 reactions. Predict the reaction yield, written as a fraction of the theoretical maximum amount of product (1.0 means a 100% yield; for example, 0.34 means a 34% yield). (1) The catalyst is CO. The reactants are [CH3:1][C:2]1([CH3:15])[C:11]2[C:6](=[CH:7][CH:8]=[C:9]([CH:12]=[CH2:13])[CH:10]=2)[C:5](=O)[CH2:4][CH2:3]1.Cl.[NH2:17][OH:18].C([O-])(=O)C.[Na+]. The product is [CH3:1][C:2]1([CH3:15])[C:11]2[C:6](=[CH:7][CH:8]=[C:9]([CH:12]=[CH2:13])[CH:10]=2)/[C:5](=[N:17]/[OH:18])/[CH2:4][CH2:3]1. The yield is 0.970. (2) The reactants are C(N1C=CN=C1)(N1C=CN=C1)=O.[C:13]([O:17][C:18]([N:20]1[CH2:24][CH2:23][CH:22]([C:25]([OH:27])=O)[CH2:21]1)=[O:19])([CH3:16])([CH3:15])[CH3:14].Cl.[CH3:29][NH:30][O:31][CH3:32]. The catalyst is ClCCl. The product is [C:13]([O:17][C:18]([N:20]1[CH2:24][CH2:23][CH:22]([C:25](=[O:27])[N:30]([O:31][CH3:32])[CH3:29])[CH2:21]1)=[O:19])([CH3:14])([CH3:15])[CH3:16]. The yield is 0.890. (3) The reactants are [CH2:1]([O:8][C@H:9]1[CH2:13][N:12]([C:14]([O:16][C:17]([CH3:20])([CH3:19])[CH3:18])=[O:15])[C@H:11]([C:21](OC)=[O:22])[CH2:10]1)[C:2]1[CH:7]=[CH:6][CH:5]=[CH:4][CH:3]=1.[Li+].[BH4-].O. The catalyst is C1COCC1. The product is [CH2:1]([O:8][C@H:9]1[CH2:13][N:12]([C:14]([O:16][C:17]([CH3:18])([CH3:19])[CH3:20])=[O:15])[C@H:11]([CH2:21][OH:22])[CH2:10]1)[C:2]1[CH:7]=[CH:6][CH:5]=[CH:4][CH:3]=1. The yield is 0.880. (4) The reactants are COC[O:4][C:5]1[CH:10]=[CH:9][C:8]([CH:11]=[CH:12][C:13](=[O:15])[CH3:14])=[CH:7][C:6]=1[O:16][CH3:17]. The catalyst is CO.Cl. The product is [OH:4][C:5]1[CH:10]=[CH:9][C:8]([CH:11]=[CH:12][C:13](=[O:15])[CH3:14])=[CH:7][C:6]=1[O:16][CH3:17]. The yield is 0.740. (5) The reactants are [OH:1][C:2]1[CH:11]=[CH:10][CH:9]=[C:8]2[C:3]=1[CH:4]=[CH:5][CH:6]=[C:7]2[S:12]([NH2:15])(=[O:14])=[O:13].[Br:16][C:17]1[CH:18]=[C:19]([CH:23]=[C:24]([Br:37])[C:25]=1[O:26][C:27]1[CH:32]=[CH:31][C:30]([OH:33])=[C:29]([CH:34]([CH3:36])[CH3:35])[CH:28]=1)[C:20](O)=[O:21].CCN(C(C)C)C(C)C.C1CN([P+](ON2N=NC3C=CC=CC2=3)(N2CCCC2)N2CCCC2)CC1.F[P-](F)(F)(F)(F)F.C(O)(=O)CC(CC(O)=O)(C(O)=O)O. The catalyst is ClCCl.C1C=CC2N(O)N=NC=2C=1.CN(C)C=O. The product is [Br:16][C:17]1[CH:18]=[C:19]([CH:23]=[C:24]([Br:37])[C:25]=1[O:26][C:27]1[CH:32]=[CH:31][C:30]([OH:33])=[C:29]([CH:34]([CH3:35])[CH3:36])[CH:28]=1)[C:20]([C:6]1[CH:5]=[CH:4][C:3]2[C:8](=[CH:9][CH:10]=[CH:11][C:2]=2[OH:1])[C:7]=1[S:12]([NH2:15])(=[O:13])=[O:14])=[O:21]. The yield is 0.540. (6) The yield is 0.981. The reactants are [CH3:1][O:2][C:3]1[CH:4]=[C:5]2[C:10](=[CH:11][C:12]=1[O:13][CH3:14])[N:9]=[CH:8][CH:7]=[C:6]2[O:15][C:16]1[CH:21]=[CH:20][C:19]([N+:22]([O-])=O)=[CH:18][N:17]=1.C1COCC1.CO. The product is [CH3:1][O:2][C:3]1[CH:4]=[C:5]2[C:10](=[CH:11][C:12]=1[O:13][CH3:14])[N:9]=[CH:8][CH:7]=[C:6]2[O:15][C:16]1[N:17]=[CH:18][C:19]([NH2:22])=[CH:20][CH:21]=1. The catalyst is CN(C=O)C. (7) The reactants are [OH:1][CH2:2][C:3]1[CH:8]=[CH:7][C:6]([OH:9])=[CH:5][CH:4]=1.CC1C=CC(S(O[CH2:21][CH2:22][CH2:23][NH:24][C:25]2[C:26](=[O:42])[N:27]([C:38]([CH3:41])([CH3:40])[CH3:39])[S:28](=[O:37])(=[O:36])[C:29]=2[C:30]2[CH:35]=[CH:34][CH:33]=[CH:32][CH:31]=2)(=O)=O)=CC=1. No catalyst specified. The product is [C:38]([N:27]1[C:26](=[O:42])[C:25]([NH:24][CH2:23][CH2:22][CH2:21][O:9][C:6]2[CH:7]=[CH:8][C:3]([CH2:2][OH:1])=[CH:4][CH:5]=2)=[C:29]([C:30]2[CH:31]=[CH:32][CH:33]=[CH:34][CH:35]=2)[S:28]1(=[O:36])=[O:37])([CH3:39])([CH3:40])[CH3:41]. The yield is 0.340. (8) The reactants are [NH2:1][C:2]1[CH:7]=[CH:6][C:5]([OH:8])=[C:4]([CH3:9])[CH:3]=1.Cl[C:11]1[N:12]=[N:13][CH:14]=[CH:15][CH:16]=1.C(=O)([O-])[O-].[K+].[K+]. The catalyst is CC(N(C)C)=O. The product is [CH3:9][C:4]1[CH:3]=[C:2]([CH:7]=[CH:6][C:5]=1[O:8][C:11]1[N:12]=[N:13][CH:14]=[CH:15][CH:16]=1)[NH2:1]. The yield is 0.710. (9) The product is [N+:14]([C:17]1[CH:22]=[CH:21][CH:20]=[CH:19][C:18]=1[S:23]([NH:1][C:2]1[CH:3]=[CH:4][C:5]([CH2:8][CH2:9][C:10]([O:12][CH3:13])=[O:11])=[CH:6][CH:7]=1)(=[O:25])=[O:24])([O-:16])=[O:15]. The reactants are [NH2:1][C:2]1[CH:7]=[CH:6][C:5]([CH2:8][CH2:9][C:10]([O:12][CH3:13])=[O:11])=[CH:4][CH:3]=1.[N+:14]([C:17]1[CH:22]=[CH:21][CH:20]=[CH:19][C:18]=1[S:23](Cl)(=[O:25])=[O:24])([O-:16])=[O:15]. The catalyst is N1C=CC=CC=1. The yield is 0.620.